This data is from Reaction yield outcomes from USPTO patents with 853,638 reactions. The task is: Predict the reaction yield, written as a fraction of the theoretical maximum amount of product (1.0 means a 100% yield; for example, 0.34 means a 34% yield). The yield is 0.800. The catalyst is C1C=CC([P]([Pd]([P](C2C=CC=CC=2)(C2C=CC=CC=2)C2C=CC=CC=2)([P](C2C=CC=CC=2)(C2C=CC=CC=2)C2C=CC=CC=2)[P](C2C=CC=CC=2)(C2C=CC=CC=2)C2C=CC=CC=2)(C2C=CC=CC=2)C2C=CC=CC=2)=CC=1.O1CCOCC1. The reactants are Br[C:2]1[CH:3]=[C:4]2[C:24]([C:25]([CH3:28])([CH3:27])[CH:26]=1)=[C:7]1[CH:8]=[C:9]3[C:22](=[CH:23][C:6]1=[CH:5]2)[C:21]1[C:16](=[CH:17][CH:18]=[CH:19][CH:20]=1)[C:15]1[C:10]3=[CH:11][CH:12]=[CH:13][CH:14]=1.[B:38]1([B:38]2[O:42][C:41]([CH3:44])([CH3:43])[C:40]([CH3:46])([CH3:45])[O:39]2)[O:42][C:41]([CH3:44])([CH3:43])[C:40]([CH3:46])([CH3:45])[O:39]1.C([O-])(=O)C.[K+]. The product is [CH3:27][C:25]1([CH3:28])[C:24]2[C:4]([CH:5]=[C:6]3[CH:23]=[C:22]4[C:9]([C:10]5[C:15]([C:16]6[C:21]4=[CH:20][CH:19]=[CH:18][CH:17]=6)=[CH:14][CH:13]=[CH:12][CH:11]=5)=[CH:8][C:7]3=2)=[CH:3][C:2]([B:38]2[O:39][C:40]([CH3:45])([CH3:46])[C:41]([CH3:43])([CH3:44])[O:42]2)=[CH:26]1.